This data is from Full USPTO retrosynthesis dataset with 1.9M reactions from patents (1976-2016). The task is: Predict the reactants needed to synthesize the given product. (1) Given the product [ClH:30].[CH:26]1([CH2:25][NH:7][C@@H:8]2[CH2:10][C@H:9]2[C:11]2[CH:16]=[CH:15][C:14]([NH:17][C:18]([C:20]3[CH:21]=[N:22][NH:23][CH:24]=3)=[O:19])=[CH:13][CH:12]=2)[CH2:28][CH2:27]1, predict the reactants needed to synthesize it. The reactants are: C(OC(=O)[N:7]([CH2:25][CH:26]1[CH2:28][CH2:27]1)[C@@H:8]1[CH2:10][C@H:9]1[C:11]1[CH:16]=[CH:15][C:14]([NH:17][C:18]([C:20]2[CH:21]=[N:22][NH:23][CH:24]=2)=[O:19])=[CH:13][CH:12]=1)(C)(C)C.[ClH:30].COC1CCCC1. (2) The reactants are: [CH2:1]([O:5][C:6]1[CH:7]=[C:8]([CH:11]=[CH:12][C:13]=1[O:14][CH:15]([F:17])[F:16])[CH:9]=O)[C:2]#[C:3][CH3:4].C(O)(=O)[CH2:19][C:20]([OH:22])=[O:21].Cl. Given the product [CH2:1]([O:5][C:6]1[CH:7]=[C:8](/[CH:9]=[CH:19]/[C:20]([OH:22])=[O:21])[CH:11]=[CH:12][C:13]=1[O:14][CH:15]([F:17])[F:16])[C:2]#[C:3][CH3:4], predict the reactants needed to synthesize it. (3) Given the product [CH:1]1([C:4]2[CH:5]=[CH:6][C:7]([CH:12]=[O:13])=[N:8][C:9]=2[O:10][CH3:11])[CH2:3][CH2:2]1, predict the reactants needed to synthesize it. The reactants are: [CH:1]1([C:4]2[CH:5]=[CH:6][C:7]([CH2:12][OH:13])=[N:8][C:9]=2[O:10][CH3:11])[CH2:3][CH2:2]1. (4) Given the product [F:54][CH:36]([F:35])[C:37]1[C:45]2[CH2:44][CH2:43][CH2:42][C:41]([F:47])([F:46])[C:40]=2[N:39]([CH2:48][C:49]([NH:8][C@H:9]([C:19]2[C:24]([C:25]3[CH:26]=[CH:27][C:28]([F:34])=[C:29]([CH:33]=3)[C:30]([NH2:32])=[O:31])=[CH:23][CH:22]=[CH:21][N:20]=2)[CH2:10][C:11]2[CH:12]=[C:13]([F:18])[CH:14]=[C:15]([F:17])[CH:16]=2)=[O:50])[N:38]=1, predict the reactants needed to synthesize it. The reactants are: FC(F)(F)C(O)=O.[NH2:8][C@H:9]([C:19]1[C:24]([C:25]2[CH:26]=[CH:27][C:28]([F:34])=[C:29]([CH:33]=2)[C:30]([NH2:32])=[O:31])=[CH:23][CH:22]=[CH:21][N:20]=1)[CH2:10][C:11]1[CH:16]=[C:15]([F:17])[CH:14]=[C:13]([F:18])[CH:12]=1.[F:35][CH:36]([F:54])[C:37]1[C:45]2[CH2:44][CH2:43][CH2:42][C:41]([F:47])([F:46])[C:40]=2[N:39]([CH2:48][C:49](OCC)=[O:50])[N:38]=1. (5) Given the product [F:14][C:15]1[CH:16]=[CH:17][C:18]([CH2:19][CH:20]2[C:25]3([CH2:26][CH2:27][NH:28][CH2:29][CH2:30]3)[O:24][CH2:23][C:22](=[O:32])[N:21]2[CH2:33][C:34]2[CH:39]=[CH:38][C:37]([O:40][CH2:41][CH:42]([CH3:43])[CH3:44])=[CH:36][CH:35]=2)=[CH:45][CH:46]=1, predict the reactants needed to synthesize it. The reactants are: C(OCC)(=O)C.CCCCCCC.[F:14][C:15]1[CH:46]=[CH:45][C:18]([CH2:19][CH:20]2[C:25]3([CH2:30][CH2:29][N:28](C)[CH2:27][CH2:26]3)[O:24][CH2:23][C:22](=[O:32])[N:21]2[CH2:33][C:34]2[CH:39]=[CH:38][C:37]([O:40][CH2:41][CH:42]([CH3:44])[CH3:43])=[CH:36][CH:35]=2)=[CH:17][CH:16]=1.C(OC(N1CCC2(OCC(=O)N(CC3C=CC(OCC(C)C)=CC=3)C2CC2C=CC(F)=CC=2)CC1)=O)C1C=CC=CC=1. (6) Given the product [CH3:14][N:15]([CH3:17])/[CH:16]=[CH:2]/[C:1]([C:4]1[CH:5]=[C:6]([CH:9]=[CH:10][CH:11]=1)[C:7]#[N:8])=[O:3], predict the reactants needed to synthesize it. The reactants are: [C:1]([C:4]1[CH:5]=[C:6]([CH:9]=[CH:10][CH:11]=1)[C:7]#[N:8])(=[O:3])[CH3:2].CO[CH:14](OC)[N:15]([CH3:17])[CH3:16]. (7) Given the product [CH2:1]([C@@H:3]1[C:11]2[C:6](=[CH:7][CH:8]=[C:9]([C:12]3[N:16]([CH3:17])[C:15]([C:18]#[N:19])=[CH:14][CH:13]=3)[CH:10]=2)[NH:5][C:4]1=[O:20])[CH3:2], predict the reactants needed to synthesize it. The reactants are: [CH2:1]([CH:3]1[C:11]2[C:6](=[CH:7][CH:8]=[C:9]([C:12]3[N:16]([CH3:17])[C:15]([C:18]#[N:19])=[CH:14][CH:13]=3)[CH:10]=2)[NH:5][C:4]1=[O:20])[CH3:2].C(=O)=O. (8) Given the product [CH:38]([C:7]1[CH:8]=[CH:9][CH:10]=[C:11]2[C:16]=1[CH2:15][N:14]([C:17]([O:19][C@H:20]1[CH2:24][N:23]([C:25]([O:27][C:28]([CH3:30])([CH3:29])[CH3:31])=[O:26])[C@H:22]([C:32]([O:34][CH3:35])=[O:33])[CH2:21]1)=[O:18])[CH2:13][CH2:12]2)=[CH2:39], predict the reactants needed to synthesize it. The reactants are: FC(F)(F)S(O[C:7]1[CH:8]=[CH:9][CH:10]=[C:11]2[C:16]=1[CH2:15][N:14]([C:17]([O:19][C@H:20]1[CH2:24][N:23]([C:25]([O:27][C:28]([CH3:31])([CH3:30])[CH3:29])=[O:26])[C@H:22]([C:32]([O:34][CH3:35])=[O:33])[CH2:21]1)=[O:18])[CH2:13][CH2:12]2)(=O)=O.[CH2:38]([Sn](CCCC)(CCCC)C=C)[CH2:39]CC.[Cl-].[Li+].